From a dataset of Full USPTO retrosynthesis dataset with 1.9M reactions from patents (1976-2016). Predict the reactants needed to synthesize the given product. (1) The reactants are: [Cl:1][C:2]1[CH:7]=[CH:6][C:5]([C@H:8]2[N:15]3[C:11]([S:12][C:13]([C:19](O)=[O:20])=[C:14]3[CH:16]([CH3:18])[CH3:17])=[N:10][C@:9]2([C:23]2[CH:28]=[CH:27][C:26]([Cl:29])=[CH:25][CH:24]=2)[CH3:22])=[CH:4][CH:3]=1.[NH:30]1[CH2:34][C@H:33]([OH:35])[C@H:32]([OH:36])[CH2:31]1. Given the product [Cl:1][C:2]1[CH:7]=[CH:6][C:5]([C@H:8]2[N:15]3[C:11]([S:12][C:13]([C:19]([N:30]4[CH2:34][C@H:33]([OH:35])[C@H:32]([OH:36])[CH2:31]4)=[O:20])=[C:14]3[CH:16]([CH3:18])[CH3:17])=[N:10][C@:9]2([C:23]2[CH:28]=[CH:27][C:26]([Cl:29])=[CH:25][CH:24]=2)[CH3:22])=[CH:4][CH:3]=1, predict the reactants needed to synthesize it. (2) Given the product [N+:15]([C:18]1[CH:19]=[C:20]([CH:42]=[C:43]([N+:45]([O-:47])=[O:46])[CH:44]=1)[C:21]([NH:23][C@H:24]([C:36]1[CH:41]=[CH:40][CH:39]=[CH:38][CH:37]=1)[CH2:25][C:26]([NH:1][C@H:2]([C:7]1[CH:12]=[CH:11][CH:10]=[CH:9][CH:8]=1)[CH2:3][C:4]([OH:6])=[O:5])=[O:27])=[O:22])([O-:17])=[O:16], predict the reactants needed to synthesize it. The reactants are: [NH2:1][C@H:2]([C:7]1[CH:12]=[CH:11][CH:10]=[CH:9][CH:8]=1)[CH2:3][C:4]([OH:6])=[O:5].[OH-].[Na+].[N+:15]([C:18]1[CH:19]=[C:20]([CH:42]=[C:43]([N+:45]([O-:47])=[O:46])[CH:44]=1)[C:21]([NH:23][C@H:24]([C:36]1[CH:41]=[CH:40][CH:39]=[CH:38][CH:37]=1)[CH2:25][C:26](ON1C(=O)CCC1=O)=[O:27])=[O:22])([O-:17])=[O:16].Cl. (3) Given the product [CH2:17]([O:16][C:14]([NH:13][CH2:12][C:11]1[O:24][C:1]([CH3:2])=[N:4][C:5]=1[C:6]([O:8][CH2:9][CH3:10])=[O:7])=[O:15])[C:18]1[CH:19]=[CH:20][CH:21]=[CH:22][CH:23]=1, predict the reactants needed to synthesize it. The reactants are: [C:1]([NH:4][CH:5]([C:11](=[O:24])[CH2:12][NH:13][C:14]([O:16][CH2:17][C:18]1[CH:23]=[CH:22][CH:21]=[CH:20][CH:19]=1)=[O:15])[C:6]([O:8][CH2:9][CH3:10])=[O:7])(=O)[CH3:2].S(Cl)(Cl)=O. (4) Given the product [CH3:15][C:12]1[N:11]2[C:5]3[CH:4]=[CH:3][C:2]([C:34]4[CH:39]=[CH:38][C:37](=[O:40])[NH:36][CH:35]=4)=[CH:25][C:6]=3[N:7]([C:17]3[CH:24]=[CH:23][C:20]([C:21]#[N:22])=[CH:19][CH:18]=3)[CH2:8][C@@H:9]([CH3:16])[C:10]2=[N:14][N:13]=1, predict the reactants needed to synthesize it. The reactants are: Br[C:2]1[CH:3]=[CH:4][C:5]2[N:11]3[C:12]([CH3:15])=[N:13][N:14]=[C:10]3[C@H:9]([CH3:16])[CH2:8][N:7]([C:17]3[CH:24]=[CH:23][C:20]([C:21]#[N:22])=[CH:19][CH:18]=3)[C:6]=2[CH:25]=1.CC1([CH2+])C(C)(C)OB([C:34]2[CH:39]=[CH:38][C:37](=[O:40])[NH:36][CH:35]=2)O1.C(=O)([O-])[O-].[Cs+].[Cs+].C1(C)C=CC=CC=1. (5) Given the product [NH2:1][C:2]1[C:7]([F:8])=[C:6]([C:9]2[CH:10]=[CH:11][C:12]([Cl:15])=[CH:13][CH:14]=2)[N:5]=[C:4]([C:16]([OH:20])=[O:17])[C:3]=1[Cl:18], predict the reactants needed to synthesize it. The reactants are: [NH2:1][C:2]1[C:7]([F:8])=[C:6]([C:9]2[CH:14]=[CH:13][C:12]([Cl:15])=[CH:11][CH:10]=2)[N:5]=[C:4]([CH:16]=[O:17])[C:3]=1[Cl:18].Cl([O-])=[O:20].[Na+].CC(=CC)C.P([O-])([O-])(O)=O.[Na+].[Na+].Cl. (6) The reactants are: [S:1]1[C:5]([C:6]2[CH:7]=[C:8]3[C:13](=[CH:14][CH:15]=2)[C:12]([Br:16])=[C:11]([O:17][CH2:18][C:19]#[N:20])[CH:10]=[CH:9]3)=[CH:4][C:3]2[CH:21]=[CH:22][CH:23]=[CH:24][C:2]1=2.[C:25](Cl)(=[O:30])[CH2:26][CH:27]([CH3:29])[CH3:28].[Sn](Cl)(Cl)(Cl)Cl. Given the product [Br:16][C:12]1[C:13]2[C:8](=[CH:7][C:6]([C:5]3[S:1][C:2]4[CH:24]=[CH:23][CH:22]=[CH:21][C:3]=4[C:4]=3[C:25](=[O:30])[CH2:26][CH:27]([CH3:29])[CH3:28])=[CH:15][CH:14]=2)[CH:9]=[CH:10][C:11]=1[O:17][CH2:18][C:19]#[N:20], predict the reactants needed to synthesize it. (7) Given the product [CH2:1]([C:8]1[C:17]2[C:12](=[CH:13][CH:14]=[CH:15][CH:16]=2)[C:11]([N:18]2[CH2:23][CH2:22][N:21]([C:25]3[N:30]=[CH:29][C:28]([C:31]#[N:32])=[CH:27][N:26]=3)[CH2:20][CH2:19]2)=[N:10][N:9]=1)[C:2]1[CH:3]=[CH:4][CH:5]=[CH:6][CH:7]=1, predict the reactants needed to synthesize it. The reactants are: [CH2:1]([C:8]1[C:17]2[C:12](=[CH:13][CH:14]=[CH:15][CH:16]=2)[C:11]([N:18]2[CH2:23][CH2:22][NH:21][CH2:20][CH2:19]2)=[N:10][N:9]=1)[C:2]1[CH:7]=[CH:6][CH:5]=[CH:4][CH:3]=1.Cl[C:25]1[N:30]=[CH:29][C:28]([C:31]#[N:32])=[CH:27][N:26]=1.CC#N.